Regression. Given a peptide amino acid sequence and an MHC pseudo amino acid sequence, predict their binding affinity value. This is MHC class II binding data. From a dataset of Peptide-MHC class II binding affinity with 134,281 pairs from IEDB. (1) The peptide sequence is SGHAFGAMAKKGDEQ. The MHC is DRB1_0802 with pseudo-sequence DRB1_0802. The binding affinity (normalized) is 0. (2) The MHC is DRB1_1201 with pseudo-sequence DRB1_1201. The peptide sequence is NLCCSQWGWCGSTDE. The binding affinity (normalized) is 0.0491. (3) The peptide sequence is GVWAPFNVLKVIRSE. The MHC is DRB1_0404 with pseudo-sequence DRB1_0404. The binding affinity (normalized) is 0.621. (4) The peptide sequence is GPPVEASAAALAGDA. The MHC is DRB1_0405 with pseudo-sequence DRB1_0405. The binding affinity (normalized) is 0.0232. (5) The peptide sequence is EKKYFAATQFESLAA. The MHC is HLA-DPA10201-DPB10501 with pseudo-sequence HLA-DPA10201-DPB10501. The binding affinity (normalized) is 0.878. (6) The peptide sequence is AAFSRMLSLFFRQHI. The MHC is DRB1_0401 with pseudo-sequence DRB1_0401. The binding affinity (normalized) is 0.363. (7) The peptide sequence is GAYFVSSGKYEGGNI. The MHC is DRB1_1101 with pseudo-sequence DRB1_1101. The binding affinity (normalized) is 0.736.